From a dataset of Experimentally validated miRNA-target interactions with 360,000+ pairs, plus equal number of negative samples. Binary Classification. Given a miRNA mature sequence and a target amino acid sequence, predict their likelihood of interaction. (1) The miRNA is mmu-miR-26a-1-3p with sequence CCUAUUCUUGGUUACUUGCACG. The protein sequence of the target gene is MPRGQKSKLRAREKRRKARDETRGLNVPQVTEAEEEEAPCCSSSVSGGAASSSPAAGIPQEPQRAPTTAAAAAAGVSSTKSKKGAKSHQGEKNASSSQASTSTKSPSEDPLTRKSGSLVQFLLYKYKIKKSVTKGEMLKIVGKRFREHFPEILKKASEGLSVVFGLELNKVNPNGHTYTFIDKVDLTDEESLLSSWDFPRRKLLMPLLGVIFLNGNSATEEEIWEFLNMLGVYDGEEHSVFGEPWKLITKDLVQEKYLEYKQVPSSDPPRFQFLWGPRAYAETSKMKVLEFLAKVNGTTP.... Result: 0 (no interaction). (2) The miRNA is hsa-miR-203a-3p with sequence GUGAAAUGUUUAGGACCACUAG. The protein sequence of the target gene is MATAVETEACQPTDASWESGGGGDDEMKQALPELESSQQNGGGGGLNIAEPSGGAGREENAGAEAAQSLSHEQPQDSSEAGAAALPRGPEEPERPVRRSFQIPRKSREKKALFQPLTPGSREFEDVVNILHSSYLEPTSVTNFNYRRACLVHNELLEKEFTEKRRELKFDGRLDKELSESYAFLMVDRYQVQTICEKGLHVGQSKITILGSPSMGVYLSRYADLLQANPLDTGAMGDVVIFKIMKGKIKSIYDPMGVKSLESMLNKSALDPTPKHECHVSKNANRITSLLAYRAYELTQY.... Result: 1 (interaction). (3) The miRNA is mmu-miR-760-5p with sequence CCCCUCAGGCCACCAGAGCCCGG. The protein sequence of the target gene is MADGNEDARAEDLPGPAFENYEAMELACPAERSGHVAVSDGRHMFVWGGYKSNQVRGLYDFYLPREELWIYNMETGRWKKINTEGDVPPSMSGSCAVCVDRVLYLFGGHHSRGNTNKFYMLDSRSADRGLQWERIDCQGIPPSSKDKLGVWVYKNKLIFFGGYGYLPEDKVLGTFEFDETSFWNSSHPRGWNDHVHILDTETFAWSQPITTGKAPSPRAAHACATVGNKGFVFGGRYRDARMNDLHYLNLDTWEWNELIPQGVCPVGRSWHSLTPVSSDHLFLFGGFTTEKQPLSDAWTY.... Result: 0 (no interaction). (4) The miRNA is mmu-miR-1249-3p with sequence ACGCCCUUCCCCCCCUUCUUCA. The protein sequence of the target gene is MAAHRPVEWVQAVVSRFDEQLPIKTGQQNTHTKVSTEHNKECLINISKYKFSLVISGLTTILKNVNNMRIFGEAAEKNLYLSQLIILDTLEKCLAGQPKDTMRLDETMLVKQLLPEICHFLHTCREGNQHAAELRNSASGVLFSLSCNNFNAVFSRISTRLQELTVCSEDNVDVHDIELLQYINVDCAKLKRLLKETAFKFKALKKVAQLAVINSLEKAFWNWVENYPDEFTKLYQIPQTDMAECAEKLFDLVDGFAESTKRKAAVWPLQIILLILCPEIIQDISKDVVDESNINKKLFL.... Result: 0 (no interaction). (5) The miRNA is hsa-miR-5581-5p with sequence AGCCUUCCAGGAGAAAUGGAGA. The protein sequence of the target gene is MSYPVTSQPQCATTSCYQTQLSDWHTGLTDCCNDMPVCLCGTFAPLCLACRISDDFGECCCAPYLPGGLHSIRTGMRERYHIQGSVGHDWAALTFCLPCALCQMARELKIRE. Result: 0 (no interaction).